Dataset: NCI-60 drug combinations with 297,098 pairs across 59 cell lines. Task: Regression. Given two drug SMILES strings and cell line genomic features, predict the synergy score measuring deviation from expected non-interaction effect. Drug 1: CC12CCC3C(C1CCC2=O)CC(=C)C4=CC(=O)C=CC34C. Drug 2: CC(C)NC(=O)C1=CC=C(C=C1)CNNC.Cl. Cell line: SF-268. Synergy scores: CSS=34.1, Synergy_ZIP=0.697, Synergy_Bliss=1.20, Synergy_Loewe=-1.47, Synergy_HSA=-1.93.